This data is from Catalyst prediction with 721,799 reactions and 888 catalyst types from USPTO. The task is: Predict which catalyst facilitates the given reaction. (1) Reactant: [Br:1]Br.[CH3:3][C:4]1([C:11]2[CH:16]=[CH:15][CH:14]=[CH:13][CH:12]=2)[CH2:9][CH2:8][CH2:7][CH2:6][C:5]1=[O:10]. Product: [Br:1][CH:6]1[C:5](=[O:10])[C:4]([CH3:3])([C:11]2[CH:12]=[CH:13][CH:14]=[CH:15][CH:16]=2)[CH2:9][CH2:8][CH2:7]1. The catalyst class is: 53. (2) Reactant: [Cl:1][C:2]1[CH:3]=[C:4]([NH:8][C:9]2[N:10]([C:20]3[CH:25]=[CH:24][CH:23]=[C:22]([Cl:26])[CH:21]=3)[N:11]=[C:12]3[C:17]=2[CH:16]=[C:15]([F:18])[C:14]([F:19])=[CH:13]3)[CH:5]=[CH:6][CH:7]=1.[CH:27]1([N:33]=[C:34]=[O:35])[CH2:32][CH2:31][CH2:30][CH2:29][CH2:28]1.CCN(CC)CC. Product: [Cl:1][C:2]1[CH:3]=[C:4]([N:8]([C:9]2[N:10]([C:20]3[CH:25]=[CH:24][CH:23]=[C:22]([Cl:26])[CH:21]=3)[N:11]=[C:12]3[C:17]=2[CH:16]=[C:15]([F:18])[C:14]([F:19])=[CH:13]3)[C:34]([NH:33][CH:27]2[CH2:32][CH2:31][CH2:30][CH2:29][CH2:28]2)=[O:35])[CH:5]=[CH:6][CH:7]=1. The catalyst class is: 26. (3) Reactant: CN1C=C(CN(C)C(C2N(C3C=CC(F)=CC=3)C(S)=NC=2)=O)C(C)=N1.[F:26][C:27]1[CH:51]=[CH:50][CH:49]=[CH:48][C:28]=1[CH2:29][CH2:30][C:31]1[N:32]([C:41]2[CH:46]=[CH:45][C:44]([F:47])=[CH:43][CH:42]=2)[C:33]([C:36]([O:38]CC)=[O:37])=[CH:34][N:35]=1.[OH-].[Li+].C1COCC1. Product: [F:26][C:27]1[CH:51]=[CH:50][CH:49]=[CH:48][C:28]=1[CH2:29][CH2:30][C:31]1[N:32]([C:41]2[CH:46]=[CH:45][C:44]([F:47])=[CH:43][CH:42]=2)[C:33]([C:36]([OH:38])=[O:37])=[CH:34][N:35]=1. The catalyst class is: 72. (4) Reactant: [N:1]1([CH2:7][CH2:8][NH2:9])[CH2:6][CH2:5][O:4][CH2:3][CH2:2]1.Cl[C:11]1[N:12]([CH2:33][CH:34]2[CH2:36][CH2:35]2)[C:13]2[C:18]([N:19]=1)=[C:17]([N:20]1[CH2:25][CH2:24][O:23][CH2:22][CH2:21]1)[N:16]=[C:15]([C:26]1[CH:27]=[N:28][C:29]([NH2:32])=[N:30][CH:31]=1)[N:14]=2. Product: [NH2:32][C:29]1[N:28]=[CH:27][C:26]([C:15]2[N:14]=[C:13]3[C:18]([N:19]=[C:11]([NH:9][CH2:8][CH2:7][N:1]4[CH2:6][CH2:5][O:4][CH2:3][CH2:2]4)[N:12]3[CH2:33][CH:34]3[CH2:36][CH2:35]3)=[C:17]([N:20]3[CH2:25][CH2:24][O:23][CH2:22][CH2:21]3)[N:16]=2)=[CH:31][N:30]=1. The catalyst class is: 16. (5) Reactant: C[O-].[Na+].[CH:4]([C:6]([CH2:8][CH3:9])=[O:7])=[CH2:5].[N+:10]([CH3:13])([O-:12])=[O:11]. Product: [N+:10]([CH2:13][CH2:5][CH2:4][C:6](=[O:7])[CH2:8][CH3:9])([O-:12])=[O:11]. The catalyst class is: 5. (6) Reactant: Br[C:2]1[N:6]2[C:7](=[O:21])[CH:8]=[C:9]([CH2:11][N:12]3[CH:16]=[CH:15][C:14]([C:17]([F:20])([F:19])[F:18])=[N:13]3)[N:10]=[C:5]2[S:4][C:3]=1[CH3:22].[Cu][C:24]#[N:25]. Product: [CH3:22][C:3]1[S:4][C:5]2=[N:10][C:9]([CH2:11][N:12]3[CH:16]=[CH:15][C:14]([C:17]([F:20])([F:19])[F:18])=[N:13]3)=[CH:8][C:7](=[O:21])[N:6]2[C:2]=1[C:24]#[N:25]. The catalyst class is: 9. (7) Reactant: [CH2:1]([O:5][C:6]1[CH:36]=[CH:35][C:9]([CH2:10][NH:11][C:12]2[N:17]=[C:16]([O:18][CH2:19][C:20]([F:23])([F:22])[F:21])[N:15]=[C:14]([NH:24][C:25]3[CH:34]=[CH:33][C:28]([C:29]([O:31]C)=[O:30])=[CH:27][CH:26]=3)[N:13]=2)=[CH:8][CH:7]=1)[CH2:2][CH:3]=[CH2:4].[Li+].[OH-].O.Cl. Product: [CH2:1]([O:5][C:6]1[CH:7]=[CH:8][C:9]([CH2:10][NH:11][C:12]2[N:17]=[C:16]([O:18][CH2:19][C:20]([F:23])([F:21])[F:22])[N:15]=[C:14]([NH:24][C:25]3[CH:26]=[CH:27][C:28]([C:29]([OH:31])=[O:30])=[CH:33][CH:34]=3)[N:13]=2)=[CH:35][CH:36]=1)[CH2:2][CH:3]=[CH2:4]. The catalyst class is: 76. (8) Reactant: Br[C:2]1[CH:19]=[CH:18][C:5]2[N:6]([C:11]3[CH:16]=[CH:15][C:14]([F:17])=[CH:13][CH:12]=3)[C:7](=[O:10])[N:8]([CH3:9])[C:4]=2[CH:3]=1.C([Li])(C)(C)C.[F:25][C:26]([F:40])([F:39])[C:27]([C:29]1[C:37]2[C:32](=[CH:33][CH:34]=[CH:35][CH:36]=2)[N:31]([CH3:38])[CH:30]=1)=[O:28]. Product: [F:17][C:14]1[CH:15]=[CH:16][C:11]([N:6]2[C:5]3[CH:18]=[CH:19][C:2]([C:27]([OH:28])([C:29]4[C:37]5[C:32](=[CH:33][CH:34]=[CH:35][CH:36]=5)[N:31]([CH3:38])[CH:30]=4)[C:26]([F:25])([F:40])[F:39])=[CH:3][C:4]=3[N:8]([CH3:9])[C:7]2=[O:10])=[CH:12][CH:13]=1. The catalyst class is: 1.